Dataset: Forward reaction prediction with 1.9M reactions from USPTO patents (1976-2016). Task: Predict the product of the given reaction. (1) Given the reactants [F:1][C:2]([F:18])([F:17])[CH2:3][NH:4][C:5]([C:7]1[CH:16]=[CH:15][C:10]([C:11]([O:13][CH3:14])=[O:12])=[CH:9][N:8]=1)=[O:6].[H-].[Na+].[CH3:21]I, predict the reaction product. The product is: [CH3:21][N:4]([CH2:3][C:2]([F:1])([F:17])[F:18])[C:5]([C:7]1[CH:16]=[CH:15][C:10]([C:11]([O:13][CH3:14])=[O:12])=[CH:9][N:8]=1)=[O:6]. (2) Given the reactants [NH2:1][C:2]1[N:7]=[CH:6][N:5]=[C:4]2[N:8]([CH2:19][CH2:20][NH:21][CH2:22][C:23]3[CH:28]=[CH:27][CH:26]=[CH:25][C:24]=3[F:29])[N:9]=[C:10]([C:11]3[CH:12]=[C:13]([OH:18])[CH:14]=[C:15]([F:17])[CH:16]=3)[C:3]=12.[C:30](Cl)(=[O:33])[CH:31]=[CH2:32], predict the reaction product. The product is: [NH2:1][C:2]1[N:7]=[CH:6][N:5]=[C:4]2[N:8]([CH2:19][CH2:20][N:21]([CH2:22][C:23]3[CH:28]=[CH:27][CH:26]=[CH:25][C:24]=3[F:29])[C:30](=[O:33])[CH:31]=[CH2:32])[N:9]=[C:10]([C:11]3[CH:12]=[C:13]([OH:18])[CH:14]=[C:15]([F:17])[CH:16]=3)[C:3]=12. (3) Given the reactants [ClH:1].[CH:2]1([C:5](=[O:35])[CH:6]([N:14]2[CH2:19][CH2:18][CH:17]([SH:20])/[C:16](=[CH:21]/[C:22]3[N:23]=[N:24][N:25]([CH2:27][CH2:28][CH2:29][C:30]([O:32]CC)=[O:31])[N:26]=3)/[CH2:15]2)[C:7]2[CH:12]=[CH:11][CH:10]=[CH:9][C:8]=2[F:13])[CH2:4][CH2:3]1.Cl, predict the reaction product. The product is: [ClH:1].[C:30]([CH2:29][CH2:28][CH2:27][N:25]1[N:24]=[N:23][C:22](/[CH:21]=[C:16]2\[CH2:15][N:14]([CH:6]([C:7]3[CH:12]=[CH:11][CH:10]=[CH:9][C:8]=3[F:13])[C:5]([CH:2]3[CH2:4][CH2:3]3)=[O:35])[CH2:19][CH2:18][CH:17]\2[SH:20])=[N:26]1)([OH:32])=[O:31]. (4) Given the reactants [Si:1]([O:8][CH2:9][C@H:10]1[O:15][C:14]([C:18]2[CH:23]=[CH:22][C:21]([CH3:24])=[C:20]([CH2:25][C:26]3[CH:35]=[CH:34][C:29]4[O:30][CH2:31][CH2:32][O:33][C:28]=4[CH:27]=3)[CH:19]=2)([O:16][CH3:17])[C@H:13]([OH:36])[C@@H:12]([OH:37])[C@@H:11]1[OH:38])([C:4]([CH3:7])([CH3:6])[CH3:5])([CH3:3])[CH3:2].[H-].[Na+].[CH:41]1[CH:46]=[CH:45][C:44]([CH2:47]Br)=[CH:43][CH:42]=1.[Cl-].[NH4+], predict the reaction product. The product is: [C:4]([Si:1]([CH3:3])([CH3:2])[O:8][CH2:9][C@@H:10]1[C@@H:11]([O:38][CH2:47][C:44]2[CH:45]=[CH:46][CH:41]=[CH:42][CH:43]=2)[C@H:12]([O:37][CH2:25][C:26]2[CH:35]=[CH:34][CH:29]=[CH:28][CH:27]=2)[C@@H:13]([O:36][CH2:14][C:18]2[CH:23]=[CH:22][CH:21]=[CH:20][CH:19]=2)[C:14]([C:18]2[CH:23]=[CH:22][C:21]([CH3:24])=[C:20]([CH2:25][C:26]3[CH:35]=[CH:34][C:29]4[O:30][CH2:31][CH2:32][O:33][C:28]=4[CH:27]=3)[CH:19]=2)([O:16][CH3:17])[O:15]1)([CH3:7])([CH3:5])[CH3:6]. (5) Given the reactants [H-].[Na+].[CH:3]([C:6]1[C:7]([O:18][CH3:19])=[CH:8][C:9]([CH3:17])=[C:10]([CH2:12][C:13]([O:15][CH3:16])=[O:14])[CH:11]=1)([CH3:5])[CH3:4].[Cl:20][CH2:21][CH2:22][CH2:23]I.C(OCC)(=O)C, predict the reaction product. The product is: [Cl:20][CH2:21][CH2:22][CH2:23][CH:12]([C:10]1[CH:11]=[C:6]([CH:3]([CH3:5])[CH3:4])[C:7]([O:18][CH3:19])=[CH:8][C:9]=1[CH3:17])[C:13]([O:15][CH3:16])=[O:14].